From a dataset of Forward reaction prediction with 1.9M reactions from USPTO patents (1976-2016). Predict the product of the given reaction. (1) Given the reactants [F:1][C:2]1[CH:7]=[CH:6][C:5]([S:8]([NH:11][CH2:12][C:13]2[CH:22]=[CH:21][C:16]([C:17]([O:19][CH3:20])=[O:18])=[CH:15][CH:14]=2)(=[O:10])=[O:9])=[CH:4][CH:3]=1.[C:23]1([CH:29](O)[CH2:30][CH3:31])[CH:28]=[CH:27][CH:26]=[CH:25][CH:24]=1.C1C=CC(P(C2C=CC=CC=2)C2C=CC=CC=2)=CC=1.N(C(OC(C)C)=O)=NC(OC(C)C)=O, predict the reaction product. The product is: [F:1][C:2]1[CH:7]=[CH:6][C:5]([S:8]([N:11]([CH2:12][C:13]2[CH:14]=[CH:15][C:16]([C:17]([O:19][CH3:20])=[O:18])=[CH:21][CH:22]=2)[CH:29]([C:23]2[CH:28]=[CH:27][CH:26]=[CH:25][CH:24]=2)[CH2:30][CH3:31])(=[O:10])=[O:9])=[CH:4][CH:3]=1. (2) The product is: [CH2:1]([O:3][C:4]1[N:13]=[C:12]([O:14][CH:15]2[CH2:32][CH:31]3[CH:17]([C:18](=[O:38])[N:19]([CH3:37])[CH2:20][CH2:21][CH2:22][CH2:23][CH:24]=[CH:25][CH:26]4[C:28]([C:34]([NH:48][S:45]([CH:42]5[CH2:44][CH2:43]5)(=[O:47])=[O:46])=[O:36])([NH:29][C:30]3=[O:33])[CH2:27]4)[CH2:16]2)[C:11]2[C:6](=[C:7]([CH3:41])[C:8]([O:39][CH3:40])=[CH:9][CH:10]=2)[N:5]=1)[CH3:2]. Given the reactants [CH2:1]([O:3][C:4]1[N:13]=[C:12]([O:14][CH:15]2[CH2:32][CH:31]3[CH:17]([C:18](=[O:38])[N:19]([CH3:37])[CH2:20][CH2:21][CH2:22][CH2:23][CH:24]=[CH:25][CH:26]4[C:28]([C:34]([OH:36])=O)([NH:29][C:30]3=[O:33])[CH2:27]4)[CH2:16]2)[C:11]2[C:6](=[C:7]([CH3:41])[C:8]([O:39][CH3:40])=[CH:9][CH:10]=2)[N:5]=1)[CH3:2].[CH:42]1([S:45]([NH2:48])(=[O:47])=[O:46])[CH2:44][CH2:43]1, predict the reaction product.